From a dataset of Forward reaction prediction with 1.9M reactions from USPTO patents (1976-2016). Predict the product of the given reaction. (1) Given the reactants [C:1]1([C:7]2[C:8](=[O:33])[NH:9][C:10](=[O:32])[N:11]([CH2:13][CH2:14][CH2:15][N:16]3[CH2:21][CH:20]4[C@:18]([C:22]5[CH:27]=[CH:26][C:25]([C:28]([F:31])([F:30])[F:29])=[CH:24][CH:23]=5)([CH2:19]4)[CH2:17]3)[N:12]=2)[CH:6]=[CH:5][CH:4]=[CH:3][CH:2]=1.[ClH:34], predict the reaction product. The product is: [ClH:34].[C:1]1([C:7]2[C:8](=[O:33])[NH:9][C:10](=[O:32])[N:11]([CH2:13][CH2:14][CH2:15][N:16]3[CH2:21][C@H:20]4[C@:18]([C:22]5[CH:23]=[CH:24][C:25]([C:28]([F:30])([F:31])[F:29])=[CH:26][CH:27]=5)([CH2:19]4)[CH2:17]3)[N:12]=2)[CH:2]=[CH:3][CH:4]=[CH:5][CH:6]=1. (2) Given the reactants [Br:1][C:2]1[CH:6]=[C:5]([Br:7])[S:4][C:3]=1[CH:8]=[O:9].[CH2:10](O)[CH2:11][OH:12].O.C1(C)C=CC(S(O)(=O)=O)=CC=1, predict the reaction product. The product is: [Br:1][C:2]1[CH:6]=[C:5]([Br:7])[S:4][C:3]=1[CH:8]1[O:12][CH2:11][CH2:10][O:9]1. (3) Given the reactants [Cl:1][C:2]1[CH:7]=[CH:6][C:5]([N:8]2[CH2:13][CH2:12][NH:11][CH2:10][CH2:9]2)=[CH:4][CH:3]=1.[Cl:14][C:15]1[CH:22]=[CH:21][C:18]([CH2:19]Cl)=[CH:17][CH:16]=1.C(=O)([O-])[O-].[K+].[K+].Cl, predict the reaction product. The product is: [ClH:1].[ClH:14].[Cl:1][C:2]1[CH:3]=[CH:4][C:5]([N:8]2[CH2:13][CH2:12][N:11]([CH2:19][C:18]3[CH:21]=[CH:22][C:15]([Cl:14])=[CH:16][CH:17]=3)[CH2:10][CH2:9]2)=[CH:6][CH:7]=1. (4) The product is: [CH3:16][C:6]1[CH:7]=[C:8]([O:10][CH2:11][CH2:12][S:13]([CH3:15])=[O:14])[CH:9]=[C:4]([CH3:3])[C:5]=1[C:17]1[CH:25]=[CH:24][C:23]([F:26])=[C:22]2[C:18]=1[CH2:19][CH2:20][C@H:21]2[O:27][C:28]1[CH:41]=[CH:40][C:31]2[C@H:32]([CH2:35][C:36]([OH:38])=[O:37])[CH2:33][O:34][C:30]=2[CH:29]=1. Given the reactants [OH-].[Na+].[CH3:3][C:4]1[CH:9]=[C:8]([O:10][CH2:11][CH2:12][S:13]([CH3:15])=[O:14])[CH:7]=[C:6]([CH3:16])[C:5]=1[C:17]1[CH:25]=[CH:24][C:23]([F:26])=[C:22]2[C:18]=1[CH2:19][CH2:20][C@H:21]2[O:27][C:28]1[CH:41]=[CH:40][C:31]2[C@H:32]([CH2:35][C:36]([O:38]C)=[O:37])[CH2:33][O:34][C:30]=2[CH:29]=1.Cl, predict the reaction product. (5) Given the reactants [OH:1][CH2:2][CH:3]1[CH2:8][N:7]([C:9]([O:11][C:12]([CH3:15])([CH3:14])[CH3:13])=[O:10])[CH2:6][CH2:5][N:4]1C(OC(C)(C)C)=O.[OH-].[Na+], predict the reaction product. The product is: [OH:1][CH2:2][CH:3]1[NH:4][CH2:5][CH2:6][N:7]([C:9]([O:11][C:12]([CH3:15])([CH3:14])[CH3:13])=[O:10])[CH2:8]1. (6) Given the reactants [F:1][C:2]1[CH:7]=[CH:6][C:5]([S:8]([N:11]2[C:20]3[C:15](=[CH:16][CH:17]=[C:18]([NH2:21])[CH:19]=3)[CH2:14][CH2:13][CH2:12]2)(=[O:10])=[O:9])=[CH:4][CH:3]=1.C(N(CC)C(C)C)(C)C.[Cl:31][C:32]1[CH:40]=[CH:39][CH:38]=[C:37]([F:41])[C:33]=1[C:34](Cl)=[O:35], predict the reaction product. The product is: [Cl:31][C:32]1[CH:40]=[CH:39][CH:38]=[C:37]([F:41])[C:33]=1[C:34]([NH:21][C:18]1[CH:19]=[C:20]2[C:15]([CH2:14][CH2:13][CH2:12][N:11]2[S:8]([C:5]2[CH:6]=[CH:7][C:2]([F:1])=[CH:3][CH:4]=2)(=[O:9])=[O:10])=[CH:16][CH:17]=1)=[O:35].